From a dataset of Full USPTO retrosynthesis dataset with 1.9M reactions from patents (1976-2016). Predict the reactants needed to synthesize the given product. (1) The reactants are: [CH:1]1([C:7]2[C:8]3[CH:9]=[CH:10][C:11]([C:32]([O:34]C)=[O:33])=[CH:12][C:13]=3[N:14]3[CH2:21][C:20](=[O:22])[N:19]([CH2:23][CH2:24][N:25]([CH3:27])[CH3:26])[CH2:18][C:17]4[CH:28]=[CH:29][CH:30]=[CH:31][C:16]=4[C:15]=23)[CH2:6][CH2:5][CH2:4][CH2:3][CH2:2]1.B(Br)(Br)Br. Given the product [CH:1]1([C:7]2[C:8]3[CH:9]=[CH:10][C:11]([C:32]([OH:34])=[O:33])=[CH:12][C:13]=3[N:14]3[CH2:21][C:20](=[O:22])[N:19]([CH2:23][CH2:24][N:25]([CH3:27])[CH3:26])[CH2:18][C:17]4[CH:28]=[CH:29][CH:30]=[CH:31][C:16]=4[C:15]=23)[CH2:6][CH2:5][CH2:4][CH2:3][CH2:2]1, predict the reactants needed to synthesize it. (2) The reactants are: [Cl:1][C:2]1[N:3]=[C:4]2[C:9](=[CH:10][CH:11]=1)[N:8]=[CH:7][CH:6]=[C:5]2[OH:12].OS(O)(=O)=O.[N+:18]([O-])([O-:20])=[O:19].[K+]. Given the product [Cl:1][C:2]1[N:3]=[C:4]2[C:9](=[CH:10][CH:11]=1)[N:8]=[CH:7][C:6]([N+:18]([O-:20])=[O:19])=[C:5]2[OH:12], predict the reactants needed to synthesize it. (3) Given the product [I:18][C:5]1[CH:4]=[N:3][C:2]2[NH:16][N:15]=[C:9]([C:10]([O:12][CH2:13][CH3:14])=[O:11])[C:8](=[O:17])[C:7]=2[CH:6]=1, predict the reactants needed to synthesize it. The reactants are: Cl[C:2]1[C:7]([C:8](=[O:17])[C:9](=[N:15][NH2:16])[C:10]([O:12][CH2:13][CH3:14])=[O:11])=[CH:6][C:5]([I:18])=[CH:4][N:3]=1.C(=O)(O)[O-].[Na+].O.C(OCC)(=O)C. (4) Given the product [CH3:5][O:6][C:7](=[O:17])[CH:8]([N:1]=[N+:2]=[N-:3])[C:9]1[CH:14]=[CH:13][CH:12]=[CH:11][C:10]=1[I:15], predict the reactants needed to synthesize it. The reactants are: [N-:1]=[N+:2]=[N-:3].[Na+].[CH3:5][O:6][C:7](=[O:17])[CH:8](Br)[C:9]1[CH:14]=[CH:13][CH:12]=[CH:11][C:10]=1[I:15]. (5) Given the product [CH3:12][O:1][C:2]1[CH:11]=[CH:10][CH:9]=[C:8]2[C:3]=1[CH:4]=[CH:5][N:6]=[CH:7]2, predict the reactants needed to synthesize it. The reactants are: [OH:1][C:2]1[CH:11]=[CH:10][CH:9]=[C:8]2[C:3]=1[CH:4]=[CH:5][N:6]=[CH:7]2.[CH3:12][O-].[Na+]. (6) Given the product [C:1]([C:5]1[N:6]=[C:7]([NH:10][C:11]([C:13]2[CH:49]=[CH:48][N:16]3[C:17](=[O:47])[C:18](/[CH:31]=[CH:32]/[C:33]4[N:37]([CH2:38][C:39]5[CH:44]=[CH:43][C:42]([O:45][CH3:46])=[CH:41][CH:40]=5)[N:36]=[N:35][N:34]=4)=[C:19]([N:21]4[CH2:26][CH2:25][CH2:24][CH:23]([CH2:27][C:28]([NH:63][CH2:51][CH2:50][N:52]([CH3:55])[CH3:53])=[O:30])[CH2:22]4)[N:20]=[C:15]3[CH:14]=2)=[O:12])[S:8][CH:9]=1)([CH3:2])([CH3:4])[CH3:3], predict the reactants needed to synthesize it. The reactants are: [C:1]([C:5]1[N:6]=[C:7]([NH:10][C:11]([C:13]2[CH:49]=[CH:48][N:16]3[C:17](=[O:47])[C:18](/[CH:31]=[CH:32]/[C:33]4[N:37]([CH2:38][C:39]5[CH:44]=[CH:43][C:42]([O:45][CH3:46])=[CH:41][CH:40]=5)[N:36]=[N:35][N:34]=4)=[C:19]([N:21]4[CH2:26][CH2:25][CH2:24][CH:23]([CH2:27][C:28]([OH:30])=O)[CH2:22]4)[N:20]=[C:15]3[CH:14]=2)=[O:12])[S:8][CH:9]=1)([CH3:4])([CH3:3])[CH3:2].[CH2:50]([N:52]([CH2:55]C)[CH2:53]C)[CH3:51].C1C=CC2N(O)N=[N:63]C=2C=1.Cl. (7) Given the product [S:1]1[C:5]([CH:20]([OH:21])[C:19]2[CH:18]=[C:17]([O:16][CH3:15])[C:24]([O:25][CH3:26])=[C:23]([O:27][CH3:28])[CH:22]=2)=[CH:4][C:3]2[CH:6]=[CH:7][CH:8]=[CH:9][C:2]1=2, predict the reactants needed to synthesize it. The reactants are: [S:1]1[CH:5]=[CH:4][C:3]2[CH:6]=[CH:7][CH:8]=[CH:9][C:2]1=2.[Li]C(C)(C)C.[CH3:15][O:16][C:17]1[CH:18]=[C:19]([CH:22]=[C:23]([O:27][CH3:28])[C:24]=1[O:25][CH3:26])[CH:20]=[O:21]. (8) Given the product [CH2:1]([CH:3]([N:6]1[C:14]2[N:13]3[N:15]=[C:16]([CH3:19])[C:17]([C:25]#[CH:26])=[C:12]3[N:11]=[C:10]([CH3:20])[C:9]=2[CH2:8][CH2:7]1)[CH2:4][CH3:5])[CH3:2], predict the reactants needed to synthesize it. The reactants are: [CH2:1]([CH:3]([N:6]1[C:14]2[N:13]3[N:15]=[C:16]([CH3:19])[C:17](I)=[C:12]3[N:11]=[C:10]([CH3:20])[C:9]=2[CH2:8][CH2:7]1)[CH2:4][CH3:5])[CH3:2].C[Si]([C:25]#[CH:26])(C)C.[F-].C[N+](C)(C)C.O.